Regression. Given two drug SMILES strings and cell line genomic features, predict the synergy score measuring deviation from expected non-interaction effect. From a dataset of NCI-60 drug combinations with 297,098 pairs across 59 cell lines. (1) Drug 1: CNC(=O)C1=CC=CC=C1SC2=CC3=C(C=C2)C(=NN3)C=CC4=CC=CC=N4. Drug 2: CC12CCC3C(C1CCC2=O)CC(=C)C4=CC(=O)C=CC34C. Cell line: SNB-75. Synergy scores: CSS=8.62, Synergy_ZIP=-9.21, Synergy_Bliss=-1.74, Synergy_Loewe=0.238, Synergy_HSA=-0.326. (2) Drug 1: CC12CCC(CC1=CCC3C2CCC4(C3CC=C4C5=CN=CC=C5)C)O. Drug 2: CC1=C(N=C(N=C1N)C(CC(=O)N)NCC(C(=O)N)N)C(=O)NC(C(C2=CN=CN2)OC3C(C(C(C(O3)CO)O)O)OC4C(C(C(C(O4)CO)O)OC(=O)N)O)C(=O)NC(C)C(C(C)C(=O)NC(C(C)O)C(=O)NCCC5=NC(=CS5)C6=NC(=CS6)C(=O)NCCC[S+](C)C)O. Cell line: HOP-62. Synergy scores: CSS=1.42, Synergy_ZIP=-15.2, Synergy_Bliss=-32.0, Synergy_Loewe=-46.2, Synergy_HSA=-31.9. (3) Drug 1: CS(=O)(=O)C1=CC(=C(C=C1)C(=O)NC2=CC(=C(C=C2)Cl)C3=CC=CC=N3)Cl. Drug 2: CCC1=CC2CC(C3=C(CN(C2)C1)C4=CC=CC=C4N3)(C5=C(C=C6C(=C5)C78CCN9C7C(C=CC9)(C(C(C8N6C)(C(=O)OC)O)OC(=O)C)CC)OC)C(=O)OC.C(C(C(=O)O)O)(C(=O)O)O. Cell line: NCIH23. Synergy scores: CSS=61.6, Synergy_ZIP=10.2, Synergy_Bliss=9.85, Synergy_Loewe=1.74, Synergy_HSA=9.79. (4) Drug 1: CC(CN1CC(=O)NC(=O)C1)N2CC(=O)NC(=O)C2. Drug 2: CCCCCOC(=O)NC1=NC(=O)N(C=C1F)C2C(C(C(O2)C)O)O. Cell line: IGROV1. Synergy scores: CSS=16.8, Synergy_ZIP=-5.04, Synergy_Bliss=-3.01, Synergy_Loewe=-8.15, Synergy_HSA=-2.37.